Dataset: Reaction yield outcomes from USPTO patents with 853,638 reactions. Task: Predict the reaction yield, written as a fraction of the theoretical maximum amount of product (1.0 means a 100% yield; for example, 0.34 means a 34% yield). (1) The reactants are [N+:1]([C:4]1[CH:21]=[CH:20][C:19]2[C:18]3[C:13](=[CH:14][CH:15]=[CH:16][CH:17]=3)[C:12]3[C:7](=[CH:8][CH:9]=[CH:10][CH:11]=3)[C:6]=2[CH:5]=1)([O-])=O.NN. The catalyst is C(O)C.[Pd]. The product is [NH2:1][C:4]1[CH:21]=[CH:20][C:19]2[C:18]3[C:13](=[CH:14][CH:15]=[CH:16][CH:17]=3)[C:12]3[C:7](=[CH:8][CH:9]=[CH:10][CH:11]=3)[C:6]=2[CH:5]=1. The yield is 1.00. (2) The reactants are [Br:1][C:2]1[CH:11]=[C:10]2[C:5]([N:6]=[CH:7][C:8]([C:12]3[S:13][CH:14]=[CH:15][N:16]=3)=[N:9]2)=[C:4]([C:17]([NH:19][CH2:20][C:21]([O:23]CC)=[O:22])=[O:18])[C:3]=1[OH:26].[OH-].[Na+]. The catalyst is C(O)C. The product is [Br:1][C:2]1[CH:11]=[C:10]2[C:5]([N:6]=[CH:7][C:8]([C:12]3[S:13][CH:14]=[CH:15][N:16]=3)=[N:9]2)=[C:4]([C:17]([NH:19][CH2:20][C:21]([OH:23])=[O:22])=[O:18])[C:3]=1[OH:26]. The yield is 0.588. (3) The reactants are [F:1][C:2]1[CH:7]=[C:6]([I:8])[CH:5]=[CH:4][C:3]=1[NH:9][C:10]1[C:11]([C:15]([N:17]2[CH2:20][C:19]([CH2:22][OH:23])([OH:21])[CH2:18]2)=[O:16])=[CH:12][S:13][CH:14]=1.[CH:24]([C:27]1[CH:32]=[C:31]([CH:33]([CH3:35])[CH3:34])[CH:30]=[C:29]([CH:36]([CH3:38])[CH3:37])[C:28]=1[S:39](Cl)(=[O:41])=[O:40])([CH3:26])[CH3:25]. The catalyst is ClCCl.CN(C)C1C=CN=CC=1. The product is [CH3:26][CH:24]([C:27]1[CH:32]=[C:31]([CH:33]([CH3:34])[CH3:35])[CH:30]=[C:29]([CH:36]([CH3:38])[CH3:37])[C:28]=1[S:39]([O:23][CH2:22][C:19]1([OH:21])[CH2:18][N:17]([C:15]([C:11]2[C:10]([NH:9][C:3]3[CH:4]=[CH:5][C:6]([I:8])=[CH:7][C:2]=3[F:1])=[CH:14][S:13][CH:12]=2)=[O:16])[CH2:20]1)(=[O:40])=[O:41])[CH3:25]. The yield is 0.260. (4) The reactants are Cl.FC1C=C(C=CC=1)CN1C=C(C2C3C(=NC=C(C4C=CC(C5CCNCC5)=CC=4)C=3)N(S(C3C=CC(C)=CC=3)(=O)=O)C=2)C=N1.[F:46][C:47]1[CH:48]=[C:49]([CH:91]=[CH:92][CH:93]=1)[CH2:50][N:51]1[CH:55]=[C:54]([C:56]2[C:64]3[C:59](=[N:60][CH:61]=[C:62]([C:65]4[CH:70]=[CH:69][C:68]([N:71]5[CH2:76][CH2:75][N:74]([S:77]([CH3:80])(=[O:79])=[O:78])[CH2:73][CH2:72]5)=[CH:67][CH:66]=4)[CH:63]=3)[N:58](S(C3C=CC(C)=CC=3)(=O)=O)[CH:57]=2)[CH:53]=[N:52]1.[OH-].[Li+]. The catalyst is C1COCC1.CO.O. The product is [F:46][C:47]1[CH:48]=[C:49]([CH:91]=[CH:92][CH:93]=1)[CH2:50][N:51]1[CH:55]=[C:54]([C:56]2[C:64]3[C:59](=[N:60][CH:61]=[C:62]([C:65]4[CH:70]=[CH:69][C:68]([N:71]5[CH2:72][CH2:73][N:74]([S:77]([CH3:80])(=[O:79])=[O:78])[CH2:75][CH2:76]5)=[CH:67][CH:66]=4)[CH:63]=3)[NH:58][CH:57]=2)[CH:53]=[N:52]1. The yield is 0.702. (5) The reactants are Br[C:2]1[N:10]=[CH:9][C:8]2[NH:7][C:6]3[N:11]=[CH:12][C:13]([C:15]4[CH:20]=[CH:19][C:18]([CH2:21][N:22]5[CH2:27][CH2:26][CH2:25][CH2:24][CH2:23]5)=[C:17]([O:28][CH3:29])[CH:16]=4)=[CH:14][C:5]=3[C:4]=2[CH:3]=1.[CH3:30][N:31]1[CH:35]=[C:34](B2OC(C)(C)C(C)(C)O2)[CH:33]=[N:32]1. The catalyst is C(=O)([O-])[O-].[Na+].[Na+].C(#N)C.C(OCC)(=O)C. The product is [CH3:29][O:28][C:17]1[CH:16]=[C:15]([C:13]2[CH:12]=[N:11][C:6]3[NH:7][C:8]4[CH:9]=[N:10][C:2]([C:34]5[CH:33]=[N:32][N:31]([CH3:30])[CH:35]=5)=[CH:3][C:4]=4[C:5]=3[CH:14]=2)[CH:20]=[CH:19][C:18]=1[CH2:21][N:22]1[CH2:27][CH2:26][CH2:25][CH2:24][CH2:23]1. The yield is 0.170. (6) The reactants are N1C=CC=CC=1.[Cl:7][C:8]1[CH:13]=[CH:12][C:11]([C@H:14]2[N:21]3C(SC(C(O)=O)=C3C(C)C)=[N:16][C@:15]2([C:29]2[CH:34]=[CH:33][C:32]([Cl:35])=[CH:31][CH:30]=2)[CH3:28])=[CH:10][CH:9]=1. The catalyst is O. The product is [Cl:7][C:8]1[CH:13]=[CH:12][C:11]([C@@H:14]([NH2:21])[C@:15]([C:29]2[CH:30]=[CH:31][C:32]([Cl:35])=[CH:33][CH:34]=2)([NH2:16])[CH3:28])=[CH:10][CH:9]=1. The yield is 0.700. (7) The reactants are [CH:1]1([CH2:4][CH:5]([C:7]2[CH:8]=[C:9]([CH:14]=[CH:15][C:16]=2[CH3:17])[C:10]([O:12][CH3:13])=[O:11])[OH:6])[CH2:3][CH2:2]1.CC(OI1(OC(C)=O)(OC(C)=O)OC(=O)C2C=CC=CC1=2)=O. The catalyst is ClCCl. The product is [CH:1]1([CH2:4][C:5]([C:7]2[CH:8]=[C:9]([CH:14]=[CH:15][C:16]=2[CH3:17])[C:10]([O:12][CH3:13])=[O:11])=[O:6])[CH2:3][CH2:2]1. The yield is 0.750. (8) The reactants are [NH2:1][C:2]1[CH:9]=[CH:8][CH:7]=[C:6](Br)[C:3]=1[C:4]#[N:5].C[C:12]1(C)[CH2:14][CH:13]1B(O)O.C([O-])([O-])=O.[Cs+].[Cs+]. The catalyst is COCCOC.O.C1(P([Pd-4](P(C2C=CC=CC=2)(C2C=CC=CC=2)C2C=CC=CC=2)(P(C2C=CC=CC=2)(C2C=CC=CC=2)C2C=CC=CC=2)P(C2C=CC=CC=2)(C2C=CC=CC=2)C2C=CC=CC=2)(C2C=CC=CC=2)C2C=CC=CC=2)C=CC=CC=1. The product is [NH2:1][C:2]1[CH:9]=[CH:8][CH:7]=[C:6]([CH:12]2[CH2:14][CH2:13]2)[C:3]=1[C:4]#[N:5]. The yield is 0.450. (9) The reactants are [C:1]([O:6][CH3:7])(=[O:5])/[CH:2]=[CH:3]/[CH3:4].[CH2:8]([NH2:15])[C:9]1[CH:14]=[CH:13][CH:12]=[CH:11][CH:10]=1. The catalyst is CO. The product is [CH2:8]([NH:15][CH:3]([CH3:4])[CH2:2][C:1]([O:6][CH3:7])=[O:5])[C:9]1[CH:14]=[CH:13][CH:12]=[CH:11][CH:10]=1. The yield is 0.960. (10) The reactants are [CH3:1][O:2][C:3]1[CH:4]=[C:5]([CH2:23][OH:24])[CH:6]=[CH:7][C:8]=1[O:9][CH2:10][C:11]1[N:12]=[C:13]([N:17]2[CH2:22][CH2:21][O:20][CH2:19][CH2:18]2)[S:14][C:15]=1[CH3:16].O[C:26]1[C:30]([CH:31]=[O:32])=[CH:29][N:28]([C:33]2[CH:38]=[CH:37][CH:36]=[CH:35][CH:34]=2)[N:27]=1.C(P(CCCC)CCCC)CCC.N(C(N1CCCCC1)=O)=NC(N1CCCCC1)=O. The catalyst is O1CCCC1. The product is [CH3:1][O:2][C:3]1[CH:4]=[C:5]([CH:6]=[CH:7][C:8]=1[O:9][CH2:10][C:11]1[N:12]=[C:13]([N:17]2[CH2:22][CH2:21][O:20][CH2:19][CH2:18]2)[S:14][C:15]=1[CH3:16])[CH2:23][O:24][C:26]1[C:30]([CH:31]=[O:32])=[CH:29][N:28]([C:33]2[CH:34]=[CH:35][CH:36]=[CH:37][CH:38]=2)[N:27]=1. The yield is 0.570.